This data is from Forward reaction prediction with 1.9M reactions from USPTO patents (1976-2016). The task is: Predict the product of the given reaction. The product is: [CH2:1]([O:3][C:4](=[O:21])[CH:5]([N:6]([CH2:7][C:8]1[CH:9]=[CH:10][CH:11]=[CH:12][CH:13]=1)[CH2:14][C:15]1[CH:20]=[CH:19][CH:18]=[CH:17][CH:16]=1)[C:31]([OH:32])([CH3:33])[CH3:30])[CH3:2]. Given the reactants [CH2:1]([O:3][C:4](=[O:21])[CH2:5][N:6]([CH2:14][C:15]1[CH:20]=[CH:19][CH:18]=[CH:17][CH:16]=1)[CH2:7][C:8]1[CH:13]=[CH:12][CH:11]=[CH:10][CH:9]=1)[CH3:2].C([N-]C(C)C)(C)C.[Li+].[CH3:30][C:31]([CH3:33])=[O:32].[Cl-].[NH4+], predict the reaction product.